Dataset: Catalyst prediction with 721,799 reactions and 888 catalyst types from USPTO. Task: Predict which catalyst facilitates the given reaction. (1) Reactant: Cl[C:2]1[CH:7]=[CH:6][C:5]([O:8][C:9]2[CH:14]=[CH:13][C:12]([F:15])=[CH:11][CH:10]=2)=[CH:4][N:3]=1.[CH3:16][N:17]1[CH2:22][CH2:21][N:20]([C:23]2[CH:24]=[C:25]([CH:27]=[CH:28][CH:29]=2)[NH2:26])[CH2:19][CH2:18]1.C1(P(C2C=CC=CC=2)C2C3OC4C(=CC=CC=4P(C4C=CC=CC=4)C4C=CC=CC=4)C(C)(C)C=3C=CC=2)C=CC=CC=1.C(=O)([O-])[O-].[Cs+].[Cs+]. Product: [F:15][C:12]1[CH:13]=[CH:14][C:9]([O:8][C:5]2[CH:6]=[CH:7][C:2]([NH:26][C:25]3[CH:27]=[CH:28][CH:29]=[C:23]([N:20]4[CH2:19][CH2:18][N:17]([CH3:16])[CH2:22][CH2:21]4)[CH:24]=3)=[N:3][CH:4]=2)=[CH:10][CH:11]=1. The catalyst class is: 155. (2) Reactant: C1CCC(N=C=NC2CCCCC2)CC1.FC(F)(F)C(O)=O.[NH2:23][CH2:24][CH2:25][N:26]1[C:30](=[O:31])[CH:29]=[CH:28][C:27]1=[O:32]. Product: [NH2:23][CH2:24][CH2:25][N:26]1[C:30](=[O:31])[CH:29]=[CH:28][C:27]1=[O:32]. The catalyst class is: 2. (3) Reactant: I/[CH:2]=[CH:3]\[CH2:4][CH2:5][CH2:6][CH2:7][CH3:8].C([Li])CCC.[CH3:14][Si:15]1([CH3:25])[O:16][Si:15]([CH3:25])([CH3:14])[O:16][Si:15]([CH3:25])([CH3:14])[O:16]1. Product: [CH3:14][Si:15]([CH3:25])(/[CH:2]=[CH:3]\[CH2:4][CH2:5][CH2:6][CH2:7][CH3:8])[OH:16]. The catalyst class is: 28. (4) Reactant: [NH2:1][C:2]1[CH:7]=[CH:6][C:5]([CH:8]2[C:17]([CH3:19])([CH3:18])[CH2:16][C:15]3[C:10](=[CH:11][CH:12]=[C:13]([C:20]([O:22][CH3:23])=[O:21])[CH:14]=3)[NH:9]2)=[CH:4][CH:3]=1.[CH:24]1([C:30](O)=[O:31])[CH2:29][CH2:28][CH2:27][CH2:26][CH2:25]1.C(N(CC)C(C)C)(C)C.P(Cl)(Cl)(Cl)=O. Product: [CH:24]1([C:30]([NH:1][C:2]2[CH:3]=[CH:4][C:5]([CH:8]3[C:17]([CH3:18])([CH3:19])[CH2:16][C:15]4[C:10](=[CH:11][CH:12]=[C:13]([C:20]([O:22][CH3:23])=[O:21])[CH:14]=4)[NH:9]3)=[CH:6][CH:7]=2)=[O:31])[CH2:29][CH2:28][CH2:27][CH2:26][CH2:25]1. The catalyst class is: 4. (5) Reactant: [C:1]([OH:6])(=[O:5])[C:2](C)=[CH2:3].[OH:7][C:8]12[CH2:17][CH:12]3[CH2:13][CH:14]([CH2:16][C:10](C=C(C)C([O-])=O)([CH2:11]3)[CH2:9]1)[CH2:15]2.C1C2C(=CC3C(C=2COC(=O)C(C)=C)=CC=CC=3)C=CC=1.CC(C)C#N. Product: [CH2:3]=[CH:2][C:1]([O:6][C:10]12[CH2:9][C:8]3([OH:7])[CH2:17][CH:12]([CH2:13][CH:14]([CH2:15]3)[CH2:16]1)[CH2:11]2)=[O:5]. The catalyst class is: 7.